This data is from hERG Central: cardiac toxicity at 1µM, 10µM, and general inhibition. The task is: Predict hERG channel inhibition at various concentrations. (1) The drug is CN(CC1CCN(CCc2cccc(C(F)(F)F)c2)CC1)C(=O)c1ccc(F)cc1. Results: hERG_inhib (hERG inhibition (general)): blocker. (2) The molecule is O=C(Nc1ccccc1N1CCCCC1)C1CCN(C(=O)c2ccc(Cl)cc2)CC1. Results: hERG_inhib (hERG inhibition (general)): blocker. (3) The drug is Nc1nonc1C(=O)NCCNC(=O)c1cccs1. Results: hERG_inhib (hERG inhibition (general)): blocker. (4) The compound is Cc1cc(C)c2cc(CN(CCN(C)C)C(=O)Nc3ccccc3Cl)c(=O)[nH]c2c1. Results: hERG_inhib (hERG inhibition (general)): blocker. (5) The molecule is CCN(CC)CCNCc1cc(Cl)ccc1OCc1ccccc1F.Cl. Results: hERG_inhib (hERG inhibition (general)): blocker. (6) The compound is CC(C)N1CCC(N2CCN(Cc3ccc(-c4ccc(Cl)cc4)o3)CC2CCO)CC1. Results: hERG_inhib (hERG inhibition (general)): blocker.